Task: Predict the product of the given reaction.. Dataset: Forward reaction prediction with 1.9M reactions from USPTO patents (1976-2016) (1) Given the reactants C[O:2][C:3](=[O:41])[C:4]1[CH:9]=[CH:8][C:7]([NH:10][C:11]([C@H:13]2[C@H:17]([C:18]3[CH:23]=[C:22]([Cl:24])[CH:21]=[CH:20][C:19]=3[F:25])[C@:16]([C:28]3[CH:33]=[CH:32][C:31]([Cl:34])=[CH:30][C:29]=3[F:35])([C:26]#[N:27])[C@H:15]([CH2:36][C:37]([CH3:40])([CH3:39])[CH3:38])[NH:14]2)=[O:12])=[CH:6][CH:5]=1.[OH-].[Na+].CO.Cl, predict the reaction product. The product is: [Cl:24][C:22]1[CH:21]=[CH:20][C:19]([F:25])=[C:18]([C@@H:17]2[C@:16]([C:28]3[CH:33]=[CH:32][C:31]([Cl:34])=[CH:30][C:29]=3[F:35])([C:26]#[N:27])[C@H:15]([CH2:36][C:37]([CH3:40])([CH3:39])[CH3:38])[NH:14][C@H:13]2[C:11]([NH:10][C:7]2[CH:8]=[CH:9][C:4]([C:3]([OH:41])=[O:2])=[CH:5][CH:6]=2)=[O:12])[CH:23]=1. (2) Given the reactants [Cl:1][C:2]1[C:7](I)=[C:6]([CH3:9])[N:5]=[C:4]([CH3:10])[N:3]=1.[C:11]([C:13]1[CH:18]=[CH:17][C:16]([C:19]([F:22])([F:21])[F:20])=[CH:15][CH:14]=1)#[CH:12].C(N(CC)CC)C, predict the reaction product. The product is: [Cl:1][C:2]1[C:7]([C:12]#[C:11][C:13]2[CH:18]=[CH:17][C:16]([C:19]([F:20])([F:21])[F:22])=[CH:15][CH:14]=2)=[C:6]([CH3:9])[N:5]=[C:4]([CH3:10])[N:3]=1. (3) Given the reactants Br[C:2]1[CH:3]=[C:4]([NH:10][C:11]([N:13]2[CH2:35][CH2:34][C:16]3[N:17]=[C:18]([C:28]4[CH:29]=[N:30][CH:31]=[CH:32][CH:33]=4)[N:19]=[C:20]([C:21]4[CH:26]=[CH:25][CH:24]=[CH:23][C:22]=4[CH3:27])[C:15]=3[CH2:14]2)=[O:12])[CH:5]=[C:6]([CH2:8][CH3:9])[CH:7]=1.C1(P(C2CCCCC2)C2CCCCC2)CCCCC1.[O-]P([O-])([O-])=O.[K+].[K+].[K+].[CH2:63]([O:65][C:66]([C:68]1[CH:73]=[CH:72][C:71](B(O)O)=[CH:70][CH:69]=1)=[O:67])[CH3:64], predict the reaction product. The product is: [CH2:8]([C:6]1[CH:7]=[C:2]([C:71]2[CH:72]=[CH:73][C:68]([C:66]([O:65][CH2:63][CH3:64])=[O:67])=[CH:69][CH:70]=2)[CH:3]=[C:4]([NH:10][C:11]([N:13]2[CH2:35][CH2:34][C:16]3[N:17]=[C:18]([C:28]4[CH:29]=[N:30][CH:31]=[CH:32][CH:33]=4)[N:19]=[C:20]([C:21]4[CH:26]=[CH:25][CH:24]=[CH:23][C:22]=4[CH3:27])[C:15]=3[CH2:14]2)=[O:12])[CH:5]=1)[CH3:9]. (4) Given the reactants [OH:1][C@@H:2]([C@H:4]1[C:24](=[O:25])[N:6]2[C@@H:7]([C:11]([O:13][CH2:14][C:15]3[CH:20]=[CH:19][C:18]([N+:21]([O-:23])=[O:22])=[CH:17][CH:16]=3)=[O:12])[C:8](=O)[CH2:9][C@H:5]12)[CH3:3].[CH3:26][C:27]1[N:28]2[CH:47]=[N:46][C:45]([S:48][CH3:49])=[C:29]2[S:30][C:31]=1[Sn](CCCC)(CCCC)CCCC, predict the reaction product. The product is: [OH:1][C@@H:2]([C@H:4]1[C:24](=[O:25])[N:6]2[C:7]([C:11]([O:13][CH2:14][C:15]3[CH:16]=[CH:17][C:18]([N+:21]([O-:23])=[O:22])=[CH:19][CH:20]=3)=[O:12])=[C:8]([C:31]3[S:30][C:29]4=[C:45]([S:48][CH3:49])[N:46]=[CH:47][N:28]4[C:27]=3[CH3:26])[CH2:9][C@H:5]12)[CH3:3]. (5) Given the reactants [N:1]1([C:7]([O:9][C:10]([CH3:13])([CH3:12])[CH3:11])=[O:8])[CH2:6][CH2:5][NH:4][CH2:3][CH2:2]1.Br[C:15]1[CH:23]=[C:22]2[C:18]([CH:19]=[CH:20][NH:21]2)=[CH:17][CH:16]=1.C[Si](C)(C)[N-][Si](C)(C)C.[Li+], predict the reaction product. The product is: [NH:21]1[C:22]2[C:18](=[CH:17][CH:16]=[C:15]([N:4]3[CH2:5][CH2:6][N:1]([C:7]([O:9][C:10]([CH3:13])([CH3:12])[CH3:11])=[O:8])[CH2:2][CH2:3]3)[CH:23]=2)[CH:19]=[CH:20]1. (6) Given the reactants [NH2:1][C:2]1[C:3]2[NH:10][CH:9]=[C:8]([C@H:11]3[C@H:15]([OH:16])[C@H:14]([OH:17])[C@@H:13]([CH2:18][OH:19])[N:12]3C(OC(C)(C)C)=O)[C:4]=2[N:5]=[CH:6][N:7]=1.C, predict the reaction product. The product is: [NH2:1][C:2]1[C:3]2[NH:10][CH:9]=[C:8]([C@H:11]3[C@H:15]([OH:16])[C@H:14]([OH:17])[C@@H:13]([CH2:18][OH:19])[NH:12]3)[C:4]=2[N:5]=[CH:6][N:7]=1.